From a dataset of Reaction yield outcomes from USPTO patents with 853,638 reactions. Predict the reaction yield, written as a fraction of the theoretical maximum amount of product (1.0 means a 100% yield; for example, 0.34 means a 34% yield). (1) The reactants are [CH:1]1[C:10]2[C:5](=[CH:6][CH:7]=[CH:8][CH:9]=2)[CH:4]=[N:3][N:2]=1.[N+:11]([O-])([O-:13])=[O:12].[K+].[OH-].[Na+]. The catalyst is S(=O)(=O)(O)O. The product is [N+:11]([C:9]1[CH:8]=[CH:7][CH:6]=[C:5]2[C:10]=1[CH:1]=[N:2][N:3]=[CH:4]2)([O-:13])=[O:12]. The yield is 0.470. (2) The reactants are [SH:1][C:2]1[NH:3][C:4]2[CH:10]=[CH:9][CH:8]=[CH:7][C:5]=2[N:6]=1.C[O-].[Na+].[CH2:14]([O:22][C:23]1[CH:28]=[CH:27][N:26]=[C:25]([CH2:29]Cl)[C:24]=1[CH3:31])[CH2:15][CH2:16][CH2:17][CH2:18][CH2:19][CH2:20][CH3:21]. The catalyst is CO.C(OCC)(=O)C. The product is [CH2:14]([O:22][C:23]1[CH:28]=[CH:27][N:26]=[C:25]([CH2:29][S:1][C:2]2[NH:6][C:5]3[CH:7]=[CH:8][CH:9]=[CH:10][C:4]=3[N:3]=2)[C:24]=1[CH3:31])[CH2:15][CH2:16][CH2:17][CH2:18][CH2:19][CH2:20][CH3:21]. The yield is 0.322. (3) The reactants are O=P(Cl)(Cl)Cl.[C:6]([C:9]1[CH:14]=[CH:13][N:12]=[CH:11][CH:10]=1)(=O)[CH3:7].[ClH:15].NO.C(=O)([O-])O.[Na+].C[N:24]([CH:26]=O)C. The catalyst is C(OCC)(=O)C.O. The product is [Cl:15][C:6]([C:9]1[CH:14]=[CH:13][N:12]=[CH:11][CH:10]=1)=[CH:7][C:26]#[N:24]. The yield is 0.360. (4) The reactants are Br[C:2]1[CH:3]=[C:4]([CH:8]2[C:17]([CH3:19])([CH3:18])[CH2:16][C:15]3[C:10](=[CH:11][CH:12]=[C:13]([C:20]([OH:22])=[O:21])[CH:14]=3)[NH:9]2)[CH:5]=[CH:6][CH:7]=1.[NH:23]1[CH2:28][C:27](=[O:29])[NH:26][CH2:25][C:24]1=[O:30].Cl.CN(C)CC(O)=O.C(=O)([O-])[O-].[K+].[K+]. The catalyst is CS(C)=O.[Cu]I. The product is [O:30]=[C:24]1[CH2:25][NH:26][C:27](=[O:29])[CH2:28][N:23]1[C:2]1[CH:3]=[C:4]([CH:8]2[C:17]([CH3:19])([CH3:18])[CH2:16][C:15]3[C:10](=[CH:11][CH:12]=[C:13]([C:20]([OH:22])=[O:21])[CH:14]=3)[NH:9]2)[CH:5]=[CH:6][CH:7]=1. The yield is 0.110. (5) The reactants are [Br:1][C:2]1[C:3]([NH2:9])=[C:4]([NH2:8])[CH:5]=[N:6][CH:7]=1.[C:10]([CH3:20])(OCC)([O:14]CC)[O:11]CC. The catalyst is CC(O)=O. The product is [C:10]([OH:14])(=[O:11])[CH3:20].[Br:1][C:2]1[C:3]2[NH:9][C:10]([CH3:20])=[N:8][C:4]=2[CH:5]=[N:6][CH:7]=1. The yield is 0.520. (6) The reactants are [F-].C([N+](CCCC)(CCCC)CCCC)CCC.C([Si](C)(C)[O:24][CH2:25][CH:26]([CH3:51])[O:27][C:28]1[CH:33]=[CH:32][CH:31]=[CH:30][C:29]=1[C:34]([N:36]1[CH2:50][C:39]2=[C:40]3[N:45]([N:46]=[C:38]2[CH2:37]1)[C:44]([CH3:47])=[C:43]([Cl:48])[C:42]([CH3:49])=[N:41]3)=[O:35])(C)(C)C. The catalyst is C1COCC1. The product is [Cl:48][C:43]1[C:42]([CH3:49])=[N:41][C:40]2[N:45]([N:46]=[C:38]3[CH2:37][N:36]([C:34]([C:29]4[CH:30]=[CH:31][CH:32]=[CH:33][C:28]=4[O:27][CH:26]([CH3:51])[CH2:25][OH:24])=[O:35])[CH2:50][C:39]3=2)[C:44]=1[CH3:47]. The yield is 0.480. (7) The reactants are [N:1]1([CH2:6][CH2:7][CH2:8][O:9][C:10]2[CH:15]=[CH:14][C:13]([C:16]3([CH:22]=O)[CH2:21][CH2:20][O:19][CH2:18][CH2:17]3)=[CH:12][CH:11]=2)[CH2:5][CH2:4][CH2:3][CH2:2]1.Cl.[F:25][C:26]1([F:32])[CH2:31][CH2:30][NH:29][CH2:28][CH2:27]1. The catalyst is CC(C)[O-].[Ti+4].CC(C)[O-].CC(C)[O-].CC(C)[O-].C(O)C. The yield is 0.0600. The product is [F:25][C:26]1([F:32])[CH2:31][CH2:30][N:29]([CH2:22][C:16]2([C:13]3[CH:12]=[CH:11][C:10]([O:9][CH2:8][CH2:7][CH2:6][N:1]4[CH2:2][CH2:3][CH2:4][CH2:5]4)=[CH:15][CH:14]=3)[CH2:21][CH2:20][O:19][CH2:18][CH2:17]2)[CH2:28][CH2:27]1. (8) The reactants are Br[C:2]1[CH:7]=[CH:6][C:5]([Cl:8])=[CH:4][C:3]=1[CH:9]([NH2:11])[CH3:10].CCN(C(C)C)C(C)C.CN([CH:24]=[O:25])C. The catalyst is CCOC(C)=O.C1C=CC(P(C2C=CC=CC=2)[C-]2C=CC=C2)=CC=1.C1C=CC(P(C2C=CC=CC=2)[C-]2C=CC=C2)=CC=1.Cl[Pd]Cl.[Fe+2]. The product is [Cl:8][C:5]1[CH:4]=[C:3]2[C:2](=[CH:7][CH:6]=1)[C:24](=[O:25])[NH:11][CH:9]2[CH3:10]. The yield is 0.230. (9) The reactants are [C:1]([CH2:3][C:4]1([N:15]2[CH:19]=[C:18]([C:20]3[N:25]4[CH:26]=[CH:27][N:28]=[C:24]4[CH:23]=[C:22]([C:29]4[CH:30]=[N:31][N:32]([CH3:34])[CH:33]=4)[N:21]=3)[CH:17]=[N:16]2)[CH2:7][N:6](C(OC(C)(C)C)=O)[CH2:5]1)#[N:2].[ClH:35]. The catalyst is O1CCOCC1. The product is [ClH:35].[CH3:34][N:32]1[CH:33]=[C:29]([C:22]2[N:21]=[C:20]([C:18]3[CH:17]=[N:16][N:15]([C:4]4([CH2:3][C:1]#[N:2])[CH2:7][NH:6][CH2:5]4)[CH:19]=3)[N:25]3[CH:26]=[CH:27][N:28]=[C:24]3[CH:23]=2)[CH:30]=[N:31]1. The yield is 1.03. (10) The reactants are [Cl:1][C:2]1[CH:7]=[CH:6][C:5]([OH:8])=[CH:4][CH:3]=1.[OH-].[K+].Br[C:12]([CH3:19])([CH3:18])[C:13]([O:15][CH2:16][CH3:17])=[O:14]. The catalyst is C(O)C. The product is [CH2:16]([O:15][C:13](=[O:14])[C:12]([O:8][C:5]1[CH:6]=[CH:7][C:2]([Cl:1])=[CH:3][CH:4]=1)([CH3:19])[CH3:18])[CH3:17]. The yield is 0.400.